This data is from Forward reaction prediction with 1.9M reactions from USPTO patents (1976-2016). The task is: Predict the product of the given reaction. (1) Given the reactants C([O:3][C:4]([CH2:6][C:7]1[N:8]=[C:9]([C:13]2[CH:18]=[CH:17][CH:16]=[CH:15][CH:14]=2)[NH:10][C:11]=1[CH3:12])=O)C.[H-].[Al+3].[Li+].[H-].[H-].[H-].O, predict the reaction product. The product is: [OH:3][CH2:4][CH2:6][C:7]1[N:8]=[C:9]([C:13]2[CH:18]=[CH:17][CH:16]=[CH:15][CH:14]=2)[NH:10][C:11]=1[CH3:12]. (2) Given the reactants [C:1]1([S:7]([Cl:10])(=[O:9])=[O:8])[CH:6]=[CH:5][CH:4]=[CH:3][CH:2]=1.Cl.Cl.[CH2:13]1[C:23]2=[C:24]3[C:19](=[CH:20][CH:21]=[CH:22]2)[CH2:18][CH2:17][N:16]([CH2:25][CH2:26][CH2:27][NH:28][C:29]2[CH:30]=[C:31]([CH3:35])[CH:32]=[CH:33][CH:34]=2)[CH:15]3[CH2:14]1.CCN(C(C)C)C(C)C, predict the reaction product. The product is: [ClH:10].[CH2:13]1[C:23]2=[C:24]3[C:19](=[CH:20][CH:21]=[CH:22]2)[CH2:18][CH2:17][N:16]([CH2:25][CH2:26][CH2:27][N:28]([C:29]2[CH:30]=[C:31]([CH3:35])[CH:32]=[CH:33][CH:34]=2)[S:7]([C:1]2[CH:6]=[CH:5][CH:4]=[CH:3][CH:2]=2)(=[O:9])=[O:8])[CH:15]3[CH2:14]1. (3) Given the reactants [Cl:1][C:2]1[CH:3]=[C:4]([OH:23])[CH:5]=[CH:6][C:7]=1[CH:8]([CH3:22])[C:9]([C:15]1[CH:20]=[CH:19][N:18]=[C:17]([Cl:21])[CH:16]=1)([OH:14])[C:10]([F:13])([F:12])[F:11].C(N(CC)CC)C.[F:31][C:32]([F:45])([F:44])[S:33](O[S:33]([C:32]([F:45])([F:44])[F:31])(=[O:35])=[O:34])(=[O:35])=[O:34], predict the reaction product. The product is: [Cl:1][C:2]1[CH:3]=[C:4]([O:23][S:33]([C:32]([F:45])([F:44])[F:31])(=[O:35])=[O:34])[CH:5]=[CH:6][C:7]=1[CH:8]([CH3:22])[C:9]([C:15]1[CH:20]=[CH:19][N:18]=[C:17]([Cl:21])[CH:16]=1)([OH:14])[C:10]([F:13])([F:12])[F:11].